The task is: Regression. Given two drug SMILES strings and cell line genomic features, predict the synergy score measuring deviation from expected non-interaction effect.. This data is from NCI-60 drug combinations with 297,098 pairs across 59 cell lines. (1) Drug 1: CN(C)N=NC1=C(NC=N1)C(=O)N. Drug 2: C1=CC(=CC=C1CC(C(=O)O)N)N(CCCl)CCCl.Cl. Cell line: SR. Synergy scores: CSS=59.9, Synergy_ZIP=9.21, Synergy_Bliss=10.9, Synergy_Loewe=-17.6, Synergy_HSA=11.2. (2) Drug 2: C1=NNC2=C1C(=O)NC=N2. Cell line: OVCAR3. Drug 1: C#CCC(CC1=CN=C2C(=N1)C(=NC(=N2)N)N)C3=CC=C(C=C3)C(=O)NC(CCC(=O)O)C(=O)O. Synergy scores: CSS=-1.04, Synergy_ZIP=0.681, Synergy_Bliss=-1.81, Synergy_Loewe=-11.6, Synergy_HSA=-4.61. (3) Drug 1: CN(CC1=CN=C2C(=N1)C(=NC(=N2)N)N)C3=CC=C(C=C3)C(=O)NC(CCC(=O)O)C(=O)O. Drug 2: CC1=C(C=C(C=C1)NC(=O)C2=CC=C(C=C2)CN3CCN(CC3)C)NC4=NC=CC(=N4)C5=CN=CC=C5. Cell line: MOLT-4. Synergy scores: CSS=14.9, Synergy_ZIP=37.0, Synergy_Bliss=37.8, Synergy_Loewe=36.6, Synergy_HSA=36.5. (4) Drug 1: C1=CN(C(=O)N=C1N)C2C(C(C(O2)CO)O)O.Cl. Drug 2: C1=CC=C(C=C1)NC(=O)CCCCCCC(=O)NO. Cell line: MOLT-4. Synergy scores: CSS=77.8, Synergy_ZIP=-1.44, Synergy_Bliss=-2.98, Synergy_Loewe=-3.54, Synergy_HSA=-0.256.